This data is from Merck oncology drug combination screen with 23,052 pairs across 39 cell lines. The task is: Regression. Given two drug SMILES strings and cell line genomic features, predict the synergy score measuring deviation from expected non-interaction effect. (1) Drug 1: CCc1c2c(nc3ccc(O)cc13)-c1cc3c(c(=O)n1C2)COC(=O)C3(O)CC. Drug 2: CNC(=O)c1cc(Oc2ccc(NC(=O)Nc3ccc(Cl)c(C(F)(F)F)c3)cc2)ccn1. Cell line: PA1. Synergy scores: synergy=3.92. (2) Drug 1: CNC(=O)c1cc(Oc2ccc(NC(=O)Nc3ccc(Cl)c(C(F)(F)F)c3)cc2)ccn1. Drug 2: CCc1cnn2c(NCc3ccc[n+]([O-])c3)cc(N3CCCCC3CCO)nc12. Cell line: ES2. Synergy scores: synergy=2.92. (3) Drug 1: CN1C(=O)C=CC2(C)C3CCC4(C)C(NC(=O)OCC(F)(F)F)CCC4C3CCC12. Drug 2: CC1CC2C3CCC4=CC(=O)C=CC4(C)C3(F)C(O)CC2(C)C1(O)C(=O)CO. Cell line: A2058. Synergy scores: synergy=-17.6. (4) Drug 1: NC1(c2ccc(-c3nc4ccn5c(=O)[nH]nc5c4cc3-c3ccccc3)cc2)CCC1. Cell line: UWB1289BRCA1. Synergy scores: synergy=3.35. Drug 2: CC(C)CC(NC(=O)C(Cc1ccccc1)NC(=O)c1cnccn1)B(O)O. (5) Drug 1: Nc1ccn(C2OC(CO)C(O)C2(F)F)c(=O)n1. Drug 2: C=CCn1c(=O)c2cnc(Nc3ccc(N4CCN(C)CC4)cc3)nc2n1-c1cccc(C(C)(C)O)n1. Cell line: NCIH460. Synergy scores: synergy=17.1. (6) Drug 1: Cc1nc(Nc2ncc(C(=O)Nc3c(C)cccc3Cl)s2)cc(N2CCN(CCO)CC2)n1. Drug 2: Cn1cc(-c2cnn3c(N)c(Br)c(C4CCCNC4)nc23)cn1. Cell line: A2780. Synergy scores: synergy=69.7. (7) Drug 1: O=S1(=O)NC2(CN1CC(F)(F)F)C1CCC2Cc2cc(C=CCN3CCC(C(F)(F)F)CC3)ccc2C1. Drug 2: O=C(NOCC(O)CO)c1ccc(F)c(F)c1Nc1ccc(I)cc1F. Cell line: OV90. Synergy scores: synergy=12.1. (8) Drug 2: CS(=O)(=O)CCNCc1ccc(-c2ccc3ncnc(Nc4ccc(OCc5cccc(F)c5)c(Cl)c4)c3c2)o1. Drug 1: COc1cc(C2c3cc4c(cc3C(OC3OC5COC(C)OC5C(O)C3O)C3COC(=O)C23)OCO4)cc(OC)c1O. Cell line: NCIH23. Synergy scores: synergy=-168. (9) Drug 1: N.N.O=C(O)C1(C(=O)O)CCC1.[Pt]. Drug 2: Cn1c(=O)n(-c2ccc(C(C)(C)C#N)cc2)c2c3cc(-c4cnc5ccccc5c4)ccc3ncc21. Cell line: COLO320DM. Synergy scores: synergy=27.9. (10) Drug 1: NC1(c2ccc(-c3nc4ccn5c(=O)[nH]nc5c4cc3-c3ccccc3)cc2)CCC1. Drug 2: O=C(NOCC(O)CO)c1ccc(F)c(F)c1Nc1ccc(I)cc1F. Cell line: EFM192B. Synergy scores: synergy=-5.18.